From a dataset of Forward reaction prediction with 1.9M reactions from USPTO patents (1976-2016). Predict the product of the given reaction. (1) Given the reactants Br.[Br:2][CH2:3][C:4]([C:6]1[CH:11]=[CH:10][CH:9]=[CH:8][N:7]=1)=[O:5].[N:12]1[CH:17]=[CH:16][CH:15]=[CH:14][CH:13]=1, predict the reaction product. The product is: [BrH:2].[O:5]=[C:4]([C:6]1[CH:11]=[CH:10][CH:9]=[CH:8][N:7]=1)[CH2:3][N+:12]1[CH:17]=[CH:16][CH:15]=[CH:14][CH:13]=1. (2) Given the reactants [CH3:1][CH2:2][O:3]/[C:4](/[O-:8])=[CH:5]/[N+]#N.[CH2:9]=[CH:10][C:11]1[CH:16]=[CH:15][CH:14]=[CH:13][CH:12]=1, predict the reaction product. The product is: [C:11]1([C@H:10]2[CH2:9][C@H:5]2[C:4]([O:3][CH2:2][CH3:1])=[O:8])[CH:16]=[CH:15][CH:14]=[CH:13][CH:12]=1. (3) Given the reactants [C:12]([O:11][C:9](O[C:9]([O:11][C:12]([CH3:15])([CH3:14])[CH3:13])=[O:10])=[O:10])([CH3:15])([CH3:14])[CH3:13].[N+:16]([C:19]1[CH:30]=[CH:29][C:22]2[NH:23][C:24](C(O)=O)=[N:25][C:21]=2[CH:20]=1)([O-:18])=[O:17], predict the reaction product. The product is: [N+:16]([C:19]1[CH:30]=[CH:29][C:22]2[NH:23][C:24]([C:9]([O:11][C:12]([CH3:13])([CH3:14])[CH3:15])=[O:10])=[N:25][C:21]=2[CH:20]=1)([O-:18])=[O:17]. (4) Given the reactants [I:1][C:2]1[CH:7]=[CH:6][N:5]=[C:4]([NH2:8])[CH:3]=1.Cl[CH2:10][CH:11]=O, predict the reaction product. The product is: [I:1][C:2]1[CH:7]=[CH:6][N:5]2[CH:10]=[CH:11][N:8]=[C:4]2[CH:3]=1. (5) Given the reactants [C:1]([O:5][C:6]([N:8]1[CH2:13][CH2:12][CH:11]([C:14]2[CH:15]=[CH:16][CH:17]=[C:18]3[C:22]=2[NH:21][CH:20]=[CH:19]3)[CH2:10][CH2:9]1)=[O:7])([CH3:4])([CH3:3])[CH3:2].[C:23](O[C:23]([O:25][C:26]([CH3:29])([CH3:28])[CH3:27])=[O:24])([O:25][C:26]([CH3:29])([CH3:28])[CH3:27])=[O:24], predict the reaction product. The product is: [C:26]([O:25][C:23]([N:21]1[C:22]2[C:18](=[CH:17][CH:16]=[CH:15][C:14]=2[CH:11]2[CH2:12][CH2:13][N:8]([C:6]([O:5][C:1]([CH3:4])([CH3:2])[CH3:3])=[O:7])[CH2:9][CH2:10]2)[CH:19]=[CH:20]1)=[O:24])([CH3:29])([CH3:28])[CH3:27]. (6) Given the reactants S(Cl)([Cl:3])=O.C[N:6]([CH:8]=[O:9])C.[C:10]([NH2:14])([CH3:13])(C)C.[CH2:15]([N:17](CC)CC)[CH3:16].[C:22]1([CH3:28])[CH:27]=CC=C[CH:23]=1, predict the reaction product. The product is: [C:22]([NH:6][C:8]([C:15]1[CH:16]=[N:14][CH:10]=[C:13]([Cl:3])[N:17]=1)=[O:9])([CH3:23])([CH3:27])[CH3:28].